From a dataset of Reaction yield outcomes from USPTO patents with 853,638 reactions. Predict the reaction yield, written as a fraction of the theoretical maximum amount of product (1.0 means a 100% yield; for example, 0.34 means a 34% yield). (1) The yield is 0.660. The catalyst is ClCCl. The reactants are [NH2:1][C:2]1[CH:7]=[CH:6][C:5]([C:8](=[C:22]2[CH2:27][CH2:26][N:25]([CH2:28][C:29]3[CH:34]=[CH:33][CH:32]=[CH:31][CH:30]=3)[CH2:24][CH2:23]2)[C:9]2[CH:21]=[CH:20][C:12]([C:13]([N:15]([CH2:18][CH3:19])[CH2:16][CH3:17])=[O:14])=[CH:11][CH:10]=2)=[CH:4][CH:3]=1.C(N(CC)CC)C.[CH3:42][S:43](Cl)(=[O:45])=[O:44]. The product is [CH2:28]([N:25]1[CH2:24][CH2:23][C:22](=[C:8]([C:5]2[CH:6]=[CH:7][C:2]([NH:1][S:43]([CH3:42])(=[O:45])=[O:44])=[CH:3][CH:4]=2)[C:9]2[CH:21]=[CH:20][C:12]([C:13]([N:15]([CH2:16][CH3:17])[CH2:18][CH3:19])=[O:14])=[CH:11][CH:10]=2)[CH2:27][CH2:26]1)[C:29]1[CH:30]=[CH:31][CH:32]=[CH:33][CH:34]=1. (2) The reactants are [CH2:1]([O:8][C:9]1[C:16]([O:17][CH3:18])=[CH:15][CH:14]=[CH:13][C:10]=1[CH:11]=O)[C:2]1[CH:7]=[CH:6][CH:5]=[CH:4][CH:3]=1.C(OP([CH2:27][C:28]([O:30][CH2:31][CH3:32])=[O:29])(OCC)=O)C.CN(C)C=O.[H-].[Na+]. The catalyst is O. The product is [CH2:1]([O:8][C:9]1[C:16]([O:17][CH3:18])=[CH:15][CH:14]=[CH:13][C:10]=1/[CH:11]=[CH:27]/[C:28]([O:30][CH2:31][CH3:32])=[O:29])[C:2]1[CH:7]=[CH:6][CH:5]=[CH:4][CH:3]=1. The yield is 0.940.